Dataset: Catalyst prediction with 721,799 reactions and 888 catalyst types from USPTO. Task: Predict which catalyst facilitates the given reaction. (1) Reactant: C([O:4][CH2:5][C:6]([CH3:54])([CH3:53])[CH2:7][N:8]1[C:14]2[CH:15]=[CH:16][C:17]([Cl:19])=[CH:18][C:13]=2[C@@H:12]([C:20]2[CH:25]=[CH:24][CH:23]=[C:22]([O:26][CH3:27])[C:21]=2[O:28][CH3:29])[O:11][C@H:10]([CH2:30][C:31]([NH:33][C:34]2[CH:35]=[CH:36][C:37]3[O:41][C:40]([C:42]([O:44]CC)=[O:43])=[C:39]([O:47][CH:48]([CH3:50])[CH3:49])[C:38]=3[CH:51]=2)=[O:32])[C:9]1=[O:52])(=O)C.[OH-].[Na+].Cl. Product: [Cl:19][C:17]1[CH:16]=[CH:15][C:14]2[N:8]([CH2:7][C:6]([CH3:54])([CH3:53])[CH2:5][OH:4])[C:9](=[O:52])[C@@H:10]([CH2:30][C:31]([NH:33][C:34]3[CH:35]=[CH:36][C:37]4[O:41][C:40]([C:42]([OH:44])=[O:43])=[C:39]([O:47][CH:48]([CH3:50])[CH3:49])[C:38]=4[CH:51]=3)=[O:32])[O:11][C@H:12]([C:20]3[CH:25]=[CH:24][CH:23]=[C:22]([O:26][CH3:27])[C:21]=3[O:28][CH3:29])[C:13]=2[CH:18]=1. The catalyst class is: 214. (2) Reactant: [Cl:1][C:2]1[CH:44]=[CH:43][C:5]([CH2:6][C@@H:7]([NH:29][CH:30]2[CH2:35][CH2:34][N:33](C(OC(C)(C)C)=O)[CH2:32][CH2:31]2)[C:8]([N:10]2[CH2:15][CH2:14][CH:13]([N:16]([CH:23]3[CH2:28][CH2:27][CH2:26][CH2:25][CH2:24]3)[CH2:17][CH2:18][N:19]([O:21][CH3:22])[CH3:20])[CH2:12][CH2:11]2)=[O:9])=[CH:4][CH:3]=1.Cl.ClCCl. Product: [ClH:1].[Cl:1][C:2]1[CH:44]=[CH:43][C:5]([CH2:6][C@@H:7]([NH:29][CH:30]2[CH2:31][CH2:32][NH:33][CH2:34][CH2:35]2)[C:8]([N:10]2[CH2:15][CH2:14][CH:13]([N:16]([CH:23]3[CH2:28][CH2:27][CH2:26][CH2:25][CH2:24]3)[CH2:17][CH2:18][N:19]([O:21][CH3:22])[CH3:20])[CH2:12][CH2:11]2)=[O:9])=[CH:4][CH:3]=1. The catalyst class is: 27. (3) Reactant: [NH2:1][CH2:2][CH2:3][N:4]1[CH:8]=[C:7]([C:9]([CH3:12])([CH3:11])[CH3:10])[S:6]/[C:5]/1=[N:13]\[C:14](=[O:24])[C:15]1[CH:20]=[C:19]([Cl:21])[CH:18]=[CH:17][C:16]=1[O:22][CH3:23].[CH3:25][S:26](Cl)(=[O:28])=[O:27].C(N(CC)CC)C. Product: [C:9]([C:7]1[S:6]/[C:5](=[N:13]\[C:14](=[O:24])[C:15]2[CH:20]=[C:19]([Cl:21])[CH:18]=[CH:17][C:16]=2[O:22][CH3:23])/[N:4]([CH2:3][CH2:2][NH:1][S:26]([CH3:25])(=[O:28])=[O:27])[CH:8]=1)([CH3:11])([CH3:12])[CH3:10]. The catalyst class is: 54. (4) Reactant: C([O:4][CH2:5][CH2:6][O:7][C:8]1[CH:13]=[C:12]([C:14]([NH:16][CH2:17][C:18]2[CH:23]=[CH:22][C:21]([S:24]([CH:27]([CH3:29])[CH3:28])(=[O:26])=[O:25])=[CH:20][CH:19]=2)=[O:15])[C:11](=[O:30])[N:10]([C:31]2[CH:36]=[CH:35][CH:34]=[C:33]([C:37]([F:40])([F:39])[F:38])[CH:32]=2)[C:9]=1[CH3:41])(=O)C.CO.[OH-].[Na+].C(O)(=O)C. Product: [OH:4][CH2:5][CH2:6][O:7][C:8]1[CH:13]=[C:12]([C:14]([NH:16][CH2:17][C:18]2[CH:23]=[CH:22][C:21]([S:24]([CH:27]([CH3:29])[CH3:28])(=[O:25])=[O:26])=[CH:20][CH:19]=2)=[O:15])[C:11](=[O:30])[N:10]([C:31]2[CH:36]=[CH:35][CH:34]=[C:33]([C:37]([F:40])([F:38])[F:39])[CH:32]=2)[C:9]=1[CH3:41]. The catalyst class is: 6. (5) Reactant: [Br:1][C:2]1[CH:10]=[CH:9][C:5]2[NH:6][CH:7]=[N:8][C:4]=2[CH:3]=1.[CH3:11][C:12]([O:15][C:16](O[C:16]([O:15][C:12]([CH3:14])([CH3:13])[CH3:11])=[O:17])=[O:17])([CH3:14])[CH3:13].C(N(CC)CC)C. Product: [Br:1][C:2]1[CH:10]=[CH:9][C:5]2[N:6]([C:16]([O:15][C:12]([CH3:14])([CH3:13])[CH3:11])=[O:17])[CH:7]=[N:8][C:4]=2[CH:3]=1. The catalyst class is: 4.